Dataset: Forward reaction prediction with 1.9M reactions from USPTO patents (1976-2016). Task: Predict the product of the given reaction. (1) Given the reactants C(Cl)(=O)C(Cl)=O.CS(C)=O.[CH3:11][O:12][C:13]1[CH:26]=[C:25]2[C:20]([N:21]=[CH:22][CH:23]=[CH:24]2)=[C:19]2[C:14]=1[C:15]([S:29][CH3:30])=[CH:16][C:17]([CH2:27][OH:28])=[N:18]2.C(N(CC)CC)C, predict the reaction product. The product is: [CH3:11][O:12][C:13]1[CH:26]=[C:25]2[C:20]([N:21]=[CH:22][CH:23]=[CH:24]2)=[C:19]2[C:14]=1[C:15]([S:29][CH3:30])=[CH:16][C:17]([CH:27]=[O:28])=[N:18]2. (2) The product is: [CH3:1][O:2][C:3]1[CH:12]=[C:11]2[C:6]([C:7](=[O:13])[CH:8]=[CH:9][N:10]2[CH2:21][CH2:22][N:23]2[CH2:28][CH2:27][CH:26]([NH:29][C:30](=[O:31])[O:32][C:33]([CH3:36])([CH3:35])[CH3:34])[CH2:25][CH2:24]2)=[CH:5][CH:4]=1. Given the reactants [CH3:1][O:2][C:3]1[CH:12]=[C:11]2[C:6]([C:7]([OH:13])=[CH:8][CH:9]=[N:10]2)=[CH:5][CH:4]=1.[H-].[Na+].CS(O[CH2:21][CH2:22][N:23]1[CH2:28][CH2:27][CH:26]([NH:29][C:30]([O:32][C:33]([CH3:36])([CH3:35])[CH3:34])=[O:31])[CH2:25][CH2:24]1)(=O)=O.C(#N)C.O, predict the reaction product. (3) Given the reactants [C:1]([C:3]1[C:4]2[N:13]([CH:14]3[CH2:18][CH2:17][CH2:16][CH2:15]3)[N:12]=[C:11]([C:19]3[CH:20]=[C:21]([C:24]([NH2:26])=[O:25])[S:22][CH:23]=3)[C:5]=2[C:6]([O:9]C)=[N:7][CH:8]=1)#[N:2].[I-].[Na+].Cl[Si](C)(C)C, predict the reaction product. The product is: [C:1]([C:3]1[C:4]2[N:13]([CH:14]3[CH2:18][CH2:17][CH2:16][CH2:15]3)[N:12]=[C:11]([C:19]3[CH:20]=[C:21]([C:24]([NH2:26])=[O:25])[S:22][CH:23]=3)[C:5]=2[C:6](=[O:9])[NH:7][CH:8]=1)#[N:2].